Dataset: Reaction yield outcomes from USPTO patents with 853,638 reactions. Task: Predict the reaction yield, written as a fraction of the theoretical maximum amount of product (1.0 means a 100% yield; for example, 0.34 means a 34% yield). (1) The reactants are [C:1]1([CH:7]([NH:9][C:10]2[C:11](=[O:26])[NH:12][CH:13]=[C:14]([C:16]3[CH:25]=[CH:24][CH:23]=[C:22]4[C:17]=3[CH:18]=[CH:19][CH:20]=[N:21]4)[N:15]=2)[CH3:8])[CH:6]=[CH:5][CH:4]=[CH:3][CH:2]=1.[C:27](N1C=CN=C1)(N1C=CN=C1)=[O:28]. The catalyst is O1CCOCC1. The product is [C:1]1([CH:7]([N:9]2[C:10]3=[N:15][C:14]([C:16]4[CH:25]=[CH:24][CH:23]=[C:22]5[C:17]=4[CH:18]=[CH:19][CH:20]=[N:21]5)=[CH:13][N:12]=[C:11]3[O:26][C:27]2=[O:28])[CH3:8])[CH:2]=[CH:3][CH:4]=[CH:5][CH:6]=1. The yield is 0.520. (2) The reactants are [CH3:1][C:2]1[CH:7]=[CH:6][N:5]=[CH:4][C:3]=1[N:8]1[CH2:12][CH2:11][NH:10][C:9]1=[O:13].Br[C:15]1[CH:22]=[CH:21][C:18]([CH:19]=[O:20])=[C:17]([F:23])[CH:16]=1.N[C@@H]1CCCC[C@H]1N.P([O-])([O-])([O-])=O.[K+].[K+].[K+]. The catalyst is [Cu](I)I.O1CCOCC1. The product is [F:23][C:17]1[CH:16]=[C:15]([N:10]2[CH2:11][CH2:12][N:8]([C:3]3[CH:4]=[N:5][CH:6]=[CH:7][C:2]=3[CH3:1])[C:9]2=[O:13])[CH:22]=[CH:21][C:18]=1[CH:19]=[O:20]. The yield is 0.591.